From a dataset of Full USPTO retrosynthesis dataset with 1.9M reactions from patents (1976-2016). Predict the reactants needed to synthesize the given product. (1) Given the product [NH2:22][C:3]1[CH:4]=[C:5]([NH:8][C:9](=[O:21])[C:10]2[CH:15]=[CH:14][N:13]=[C:12]([C:16]3[S:17][CH:18]=[CH:19][CH:20]=3)[CH:11]=2)[CH:6]=[CH:7][C:2]=1[CH3:1], predict the reactants needed to synthesize it. The reactants are: [CH3:1][C:2]1[CH:7]=[CH:6][C:5]([NH:8][C:9](=[O:21])[C:10]2[CH:15]=[CH:14][N:13]=[C:12]([C:16]3[S:17][CH:18]=[CH:19][CH:20]=3)[CH:11]=2)=[CH:4][C:3]=1[N+:22]([O-])=O.S1C=CC=C1B(O)O.C(=O)([O-])[O-].[Na+].[Na+]. (2) Given the product [CH3:57][C:59]([CH2:60][CH2:54][C:55]1[CH:54]=[CH:60][C:59]([OH:62])=[CH:57][CH:63]=1)=[O:62], predict the reactants needed to synthesize it. The reactants are: [CH2:57](O)[C@H:59]1[O:62][C@@H:63]2O[C@H:60]3[C@H:54](O)[C@@H:55](O)[C@@H:63](O[C@H:60]4[C@H:54](O)[C@@H:55](O)[C@@H:63](O[C@H:60]5[C@H:54](O)[C@@H:55](O)[C@@H:63](O[C@H:60]6[C@H:54](O)[C@@H:55](O)[C@@H:63](O[C@H:60]7[C@H:54](O)[C@@H:55](O)[C@@H:63](O[C@H:54]8[C@H:60](O)[C@@H:59]([OH:62])[C@@H:57](O[C@H:60]1[C@H:54](O)[C@H:55]2O)O[C@@H:55]8[CH2:63]O)[O:62][C@@H:59]7[CH2:57]O)[O:62][C@@H:59]6[CH2:57]O)[O:62][C@@H:59]5[CH2:57]O)[O:62][C@@H:59]4[CH2:57]O)[O:62][C@@H:59]3[CH2:57]O. (3) Given the product [Br:1][C:2]1[CH:3]=[C:4]2[C:9](=[CH:10][CH:11]=1)[N:8]=[C:7]([S:12][CH3:21])[N:6]([C:13]1[CH:18]=[CH:17][CH:16]=[CH:15][C:14]=1[Br:19])[C:5]2=[O:20], predict the reactants needed to synthesize it. The reactants are: [Br:1][C:2]1[CH:3]=[C:4]2[C:9](=[CH:10][CH:11]=1)[NH:8][C:7](=[S:12])[N:6]([C:13]1[CH:18]=[CH:17][CH:16]=[CH:15][C:14]=1[Br:19])[C:5]2=[O:20].[C:21]([O-])([O-])=O.[K+].[K+].CI. (4) Given the product [CH2:17]([O:9][C:7]([C:5]1[C:4]([CH3:10])=[C:3]2[C:11](=[O:13])[C:28]([C:29]#[N:30])=[CH:27][NH:1][N:2]2[CH:6]=1)=[O:8])[CH3:18], predict the reactants needed to synthesize it. The reactants are: [NH2:1][N:2]1[CH:6]=[C:5]([C:7]([OH:9])=[O:8])[C:4]([CH3:10])=[C:3]1[C:11]([OH:13])=O.S(O)([C:17]1C=CC(C)=C[CH:18]=1)(=O)=O.O.C1CCN2[C:29](=[N:30]CCC2)[CH2:28][CH2:27]1.[NH4+].[Cl-]. (5) Given the product [C:24]([O:7][C:6](=[O:8])[C:5]1[CH:9]=[CH:10][CH:11]=[C:12]([CH3:13])[C:4]=1[N+:1]([O-:3])=[O:2])([CH3:27])([CH3:26])[CH3:25], predict the reactants needed to synthesize it. The reactants are: [N+:1]([C:4]1[C:12]([CH3:13])=[CH:11][CH:10]=[CH:9][C:5]=1[C:6]([OH:8])=[O:7])([O-:3])=[O:2].C1(S(Cl)(=O)=O)C=CC=CC=1.[C:24](O)([CH3:27])([CH3:26])[CH3:25].